From a dataset of Full USPTO retrosynthesis dataset with 1.9M reactions from patents (1976-2016). Predict the reactants needed to synthesize the given product. (1) Given the product [C:8]([C:10]1[CH:11]=[CH:12][C:13]([CH:16]2[N:21]([CH2:22][C:23]([NH2:3])=[O:25])[C:20](=[O:26])[N:19]([C:27]3[CH:32]=[CH:31][CH:30]=[C:29]([C:33]([F:36])([F:34])[F:35])[CH:28]=3)[C:18]3[CH2:37][CH2:38][N:39]([CH3:42])[C:40](=[O:41])[C:17]2=3)=[CH:14][CH:15]=1)#[N:9], predict the reactants needed to synthesize it. The reactants are: C([N:3](CC)CC)C.[C:8]([C:10]1[CH:15]=[CH:14][C:13]([CH:16]2[N:21]([CH2:22][C:23]([OH:25])=O)[C:20](=[O:26])[N:19]([C:27]3[CH:32]=[CH:31][CH:30]=[C:29]([C:33]([F:36])([F:35])[F:34])[CH:28]=3)[C:18]3[CH2:37][CH2:38][N:39]([CH3:42])[C:40](=[O:41])[C:17]2=3)=[CH:12][CH:11]=1)#[N:9].F[P-](F)(F)(F)(F)F.N1(OC(N(C)C)=[N+](C)C)C2N=CC=CC=2N=N1.N.[Cl-].[NH4+]. (2) The reactants are: CS[C:3]1[S:4]/[C:5](=[CH:9]\[C:10]2[CH:11]=[C:12]3[C:17](=[CH:18][CH:19]=2)[N:16]=[CH:15][CH:14]=[CH:13]3)/[C:6](=[O:8])[N:7]=1.[NH2:20][C@H:21]([CH:24]([CH3:26])[CH3:25])[CH2:22][OH:23].CCN(C(C)C)C(C)C. Given the product [OH:23][CH2:22][C@H:21]([NH:20][C:3]1[S:4]/[C:5](=[CH:9]\[C:10]2[CH:11]=[C:12]3[C:17](=[CH:18][CH:19]=2)[N:16]=[CH:15][CH:14]=[CH:13]3)/[C:6](=[O:8])[N:7]=1)[CH:24]([CH3:26])[CH3:25], predict the reactants needed to synthesize it. (3) Given the product [F:1][C:2]([F:13])([F:14])[C:3]1[CH:4]=[CH:5][C:6]([CH2:9][CH2:10][CH:11]=[O:12])=[CH:7][CH:8]=1, predict the reactants needed to synthesize it. The reactants are: [F:1][C:2]([F:14])([F:13])[C:3]1[CH:8]=[CH:7][C:6]([CH2:9][CH2:10][CH2:11][OH:12])=[CH:5][CH:4]=1.[Cr](Cl)([O-])(=O)=O.[NH+]1C=CC=CC=1. (4) Given the product [CH2:1]([O:8][C:9]([N:11]([CH2:32][C:33]([N:35]1[CH2:39][C@@H:38]([F:40])[CH2:37][C@H:36]1[C:41]#[N:42])=[O:34])[C:12]12[CH2:13][CH2:14][C:15]([C:20]([NH:48][CH2:43][CH2:44][CH2:45][CH2:46][CH3:47])=[O:21])([CH2:18][CH2:19]1)[CH2:16][CH2:17]2)=[O:10])[C:2]1[CH:3]=[CH:4][CH:5]=[CH:6][CH:7]=1, predict the reactants needed to synthesize it. The reactants are: [CH2:1]([O:8][C:9]([N:11]([CH2:32][C:33]([N:35]1[CH2:39][C@@H:38]([F:40])[CH2:37][C@H:36]1[C:41]#[N:42])=[O:34])[C:12]12[CH2:19][CH2:18][C:15]([C:20](ON3C4C=CC=CC=4N=N3)=[O:21])([CH2:16][CH2:17]1)[CH2:14][CH2:13]2)=[O:10])[C:2]1[CH:7]=[CH:6][CH:5]=[CH:4][CH:3]=1.[CH2:43]([NH2:48])[CH2:44][CH2:45][CH2:46][CH3:47]. (5) Given the product [CH2:1]([N:8]([C@H:28]([CH:30]1[CH2:32][CH2:31]1)[CH3:29])[C:9](=[O:27])[CH2:10][N:11]1[C:24](=[O:25])[C:14]2([C:22]3[C:17](=[CH:18][C:19]([C:33]#[N:34])=[CH:20][CH:21]=3)[CH2:16][CH2:15]2)[NH:13][C:12]1=[O:26])[C:2]1[CH:7]=[CH:6][CH:5]=[CH:4][CH:3]=1, predict the reactants needed to synthesize it. The reactants are: [CH2:1]([N:8]([C@H:28]([CH:30]1[CH2:32][CH2:31]1)[CH3:29])[C:9](=[O:27])[CH2:10][N:11]1[C:24](=[O:25])[C:14]2([C:22]3[C:17](=[CH:18][C:19](Br)=[CH:20][CH:21]=3)[CH2:16][CH2:15]2)[NH:13][C:12]1=[O:26])[C:2]1[CH:7]=[CH:6][CH:5]=[CH:4][CH:3]=1.[CH3:33][N:34](C=O)C. (6) Given the product [Cl:49][C:50]1[CH:60]=[CH:59][C:53]2[NH:54][C:55]([CH2:57][NH:58][C:5](=[O:7])[C:4]3[CH:8]=[CH:9][C:10]([C:11]([N:13]4[CH2:17][CH2:16][CH2:15][CH2:14]4)=[O:12])=[C:2]([CH3:1])[CH:3]=3)=[N:56][C:52]=2[CH:51]=1, predict the reactants needed to synthesize it. The reactants are: [CH3:1][C:2]1[CH:3]=[C:4]([CH:8]=[CH:9][C:10]=1[C:11]([N:13]1[CH2:17][CH2:16][CH2:15][CH2:14]1)=[O:12])[C:5]([OH:7])=O.CN(C(ON1N=NC2C=CC=CC1=2)=[N+](C)C)C.[B-](F)(F)(F)F.C(N(C(C)C)CC)(C)C.[Cl:49][C:50]1[CH:60]=[CH:59][C:53]2[NH:54][C:55]([CH2:57][NH2:58])=[N:56][C:52]=2[CH:51]=1.ClCl. (7) The reactants are: [CH2:1]([C:8]1[CH:29]=[C:28]([O:30][CH3:31])[C:11]2[N:12]([CH2:24][CH2:25][O:26][CH3:27])[C:13]([C:15]3[CH:20]=[CH:19][C:18]([CH:21]([CH3:23])[CH3:22])=[CH:17][CH:16]=3)=[N:14][C:10]=2[C:9]=1I)[C:2]1[CH:7]=[CH:6][CH:5]=[CH:4][CH:3]=1.[CH2:33]([Sn](CCCC)(CCCC)C=C)[CH2:34]CC. Given the product [CH2:1]([C:8]1[CH:29]=[C:28]([O:30][CH3:31])[C:11]2[N:12]([CH2:24][CH2:25][O:26][CH3:27])[C:13]([C:15]3[CH:20]=[CH:19][C:18]([CH:21]([CH3:23])[CH3:22])=[CH:17][CH:16]=3)=[N:14][C:10]=2[C:9]=1[CH:33]=[CH2:34])[C:2]1[CH:7]=[CH:6][CH:5]=[CH:4][CH:3]=1, predict the reactants needed to synthesize it. (8) Given the product [Br:6][C:7]1[CH:8]=[C:9]2[C:13](=[CH:14][CH:15]=1)[NH:12][C:11](=[O:1])[C:10]12[O:24][CH2:23][CH2:22][CH2:21][O:20]1, predict the reactants needed to synthesize it. The reactants are: [OH:1]S(O)(=O)=O.[Br:6][C:7]1[CH:15]=[CH:14][C:13]2[N:12]3CCCN=[C:11]3[C:10]3([O:24][CH2:23][CH2:22][CH2:21][O:20]3)[C:9]=2[CH:8]=1.